Dataset: Choline transporter screen with 302,306 compounds. Task: Binary Classification. Given a drug SMILES string, predict its activity (active/inactive) in a high-throughput screening assay against a specified biological target. The molecule is O(C(=O)c1cc2c3c([nH]c2cc1)CCCC3)CC. The result is 0 (inactive).